Task: Predict the reactants needed to synthesize the given product.. Dataset: Full USPTO retrosynthesis dataset with 1.9M reactions from patents (1976-2016) (1) The reactants are: Br[CH2:2][C:3]([O:5][CH2:6][CH3:7])=[O:4].[Cl:8][C:9]1[CH:10]=[N:11][CH:12]=[C:13]([Cl:30])[C:14]=1[NH:15][C:16]1[C:25]2[C:20](=[C:21]([OH:28])[C:22]([O:26][CH3:27])=[CH:23][CH:24]=2)[O:19][C:18](=[O:29])[CH:17]=1. Given the product [Cl:8][C:9]1[CH:10]=[N:11][CH:12]=[C:13]([Cl:30])[C:14]=1[NH:15][C:16]1[C:25]2[C:20](=[C:21]([O:28][CH2:2][C:3]([O:5][CH2:6][CH3:7])=[O:4])[C:22]([O:26][CH3:27])=[CH:23][CH:24]=2)[O:19][C:18](=[O:29])[CH:17]=1, predict the reactants needed to synthesize it. (2) Given the product [CH2:1]([N:3]([CH3:30])[C:4]1[CH:9]=[C:8]([C:10]2[O:14][N:13]=[C:12]([C:15]3[CH:26]=[C:25]([CH3:27])[C:18]([O:19][CH2:20][C@@H:21]([OH:24])[CH2:22][OH:23])=[C:17]([CH3:28])[CH:16]=3)[N:11]=2)[CH:7]=[C:6]([CH3:29])[N:5]=1)[CH3:2], predict the reactants needed to synthesize it. The reactants are: [CH2:1]([N:3]([CH3:30])[C:4]1[CH:9]=[C:8]([C:10]2[O:14][N:13]=[C:12]([C:15]3[CH:26]=[C:25]([CH3:27])[C:18]([O:19][CH2:20][C@H:21]([OH:24])[CH2:22][OH:23])=[C:17]([CH3:28])[CH:16]=3)[N:11]=2)[CH:7]=[C:6]([CH3:29])[N:5]=1)[CH3:2].ClC[C@@H](O)CO. (3) Given the product [CH2:8]1[CH:9]2[CH:5]([CH:4]3[CH2:11][CH:10]2[CH2:2][CH:3]3[NH2:12])[CH2:6][CH2:7]1, predict the reactants needed to synthesize it. The reactants are: Cl[CH:2]1[CH:10]2[CH2:11][CH:4]([CH:5]3[CH:9]2[CH2:8][CH:7]=[CH:6]3)[CH:3]1[N+:12]([O-])=[N+:12]([O-])[CH:3]1[CH:2](Cl)[CH:10]2[CH2:11][CH:4]1[CH:5]1[CH:9]2[CH2:8][CH:7]=[CH:6]1. (4) Given the product [C:9]1([CH3:12])[CH:8]=[CH:7][C:6]([C:4]2[CH2:3][S:1][CH2:2][CH:5]=2)=[CH:11][CH:10]=1, predict the reactants needed to synthesize it. The reactants are: [S:1]1[CH:3]([C:4]([C:6]2[CH:11]=[CH:10][C:9]([CH3:12])=[CH:8][CH:7]=2)=[CH2:5])[CH2:2]1. (5) Given the product [CH3:1][O:2][C:3]([C:5]1[CH:6]=[CH:7][C:8]2[O:12][C:11]([NH:13][CH:14]3[CH2:15][CH2:16][N:17]([C:40]([O:39][C:35]([CH3:38])([CH3:37])[CH3:36])=[O:41])[CH2:18][CH2:19]3)=[N:10][C:9]=2[CH:20]=1)=[O:4], predict the reactants needed to synthesize it. The reactants are: [CH3:1][O:2][C:3]([C:5]1[CH:6]=[CH:7][C:8]2[O:12][C:11]([NH:13][CH:14]3[CH2:19][CH2:18][NH:17][CH2:16][CH2:15]3)=[N:10][C:9]=2[CH:20]=1)=[O:4].COC(C1C=CC2OC(Cl)=NC=2C=1)=O.[C:35]([O:39][C:40](N1CCC(N)CC1)=[O:41])([CH3:38])([CH3:37])[CH3:36].